This data is from Catalyst prediction with 721,799 reactions and 888 catalyst types from USPTO. The task is: Predict which catalyst facilitates the given reaction. (1) Reactant: [Cl:1][C:2]1[CH:3]=[C:4]2[C:9](=[CH:10][CH:11]=1)[N:8]=[C:7]([C:12]([O:14]CC)=O)[N:6]=[CH:5]2.[NH2:17][C@H:18]1[CH2:22][CH2:21][N:20]([C:23]([O:25][C:26]([CH3:29])([CH3:28])[CH3:27])=[O:24])[CH2:19]1.C(N(C(C)C)CC)(C)C. Product: [Cl:1][C:2]1[CH:3]=[C:4]2[C:9](=[CH:10][CH:11]=1)[N:8]=[C:7]([C:12]([NH:17][C@H:18]1[CH2:22][CH2:21][N:20]([C:23]([O:25][C:26]([CH3:29])([CH3:28])[CH3:27])=[O:24])[CH2:19]1)=[O:14])[N:6]=[CH:5]2. The catalyst class is: 37. (2) Reactant: C(O[C:4](=[O:26])[CH:5]([CH3:25])[CH2:6][C:7]1[C:8]([Cl:24])=[N:9][C:10]([CH3:23])=[N:11][C:12]=1[NH:13][C:14]1[C:19]([CH3:20])=[CH:18][C:17]([CH3:21])=[CH:16][C:15]=1[CH3:22])C.CC1C=CC(S(O)(=O)=O)=CC=1. Product: [Cl:24][C:8]1[C:7]2[CH2:6][CH:5]([CH3:25])[C:4](=[O:26])[N:13]([C:14]3[C:15]([CH3:22])=[CH:16][C:17]([CH3:21])=[CH:18][C:19]=3[CH3:20])[C:12]=2[N:11]=[C:10]([CH3:23])[N:9]=1. The catalyst class is: 11. (3) Reactant: [NH:1]1[C:5]2[CH:6]=[CH:7][S:8][C:4]=2[C:3]([C:9]2[NH:10][C:11]3[C:16]([CH:17]=2)=[CH:15][C:14]([C:18](=[O:21])[CH2:19][CH3:20])=[CH:13][CH:12]=3)=[N:2]1.[N:22]1([CH2:27][C:28]2[CH:33]=[CH:32][CH:31]=[CH:30][C:29]=2[Mg]Br)[CH2:26][CH2:25][CH2:24][CH2:23]1. Product: [N:22]1([CH2:27][C:28]2[CH:33]=[CH:32][CH:31]=[CH:30][C:29]=2[C:18]([C:14]2[CH:15]=[C:16]3[C:11](=[CH:12][CH:13]=2)[NH:10][C:9]([C:3]2[C:4]4[S:8][CH:7]=[CH:6][C:5]=4[NH:1][N:2]=2)=[CH:17]3)([OH:21])[CH2:19][CH3:20])[CH2:26][CH2:25][CH2:24][CH2:23]1. The catalyst class is: 7. (4) Reactant: [Cl:1][CH2:2][CH2:3][O:4][C:5]1[CH:10]=[CH:9][CH:8]=[CH:7][C:6]=1[N+:11]([O-:13])=[O:12].Cl[CH2:15][S:16]([C:19]1[C:28]2[C:23](=[CH:24][CH:25]=[CH:26][CH:27]=2)[CH:22]=[CH:21][CH:20]=1)(=[O:18])=[O:17].CC(C)([O-])C.[K+].Cl. Product: [Cl:1][CH2:2][CH2:3][O:4][C:5]1[C:6]([N+:11]([O-:13])=[O:12])=[C:7]([CH2:15][S:16]([C:19]2[C:28]3[C:23](=[CH:24][CH:25]=[CH:26][CH:27]=3)[CH:22]=[CH:21][CH:20]=2)(=[O:17])=[O:18])[CH:8]=[CH:9][CH:10]=1. The catalyst class is: 1. (5) Reactant: [CH2:1]([O:8][C:9]1[CH:14]=[CH:13][C:12]([Br:15])=[CH:11][C:10]=1[CH:16]([C:20]1[CH:25]=[CH:24][CH:23]=[CH:22][CH:21]=1)[CH2:17][CH2:18][OH:19])[C:2]1[CH:7]=[CH:6][CH:5]=[CH:4][CH:3]=1.[C:26]1([CH3:36])[CH:31]=[CH:30][C:29]([S:32](Cl)(=[O:34])=[O:33])=[CH:28][CH:27]=1.N1C=CC=CC=1. Product: [CH2:1]([O:8][C:9]1[CH:14]=[CH:13][C:12]([Br:15])=[CH:11][C:10]=1[CH:16]([C:20]1[CH:25]=[CH:24][CH:23]=[CH:22][CH:21]=1)[CH2:17][CH2:18][O:19][S:32]([C:29]1[CH:30]=[CH:31][C:26]([CH3:36])=[CH:27][CH:28]=1)(=[O:34])=[O:33])[C:2]1[CH:3]=[CH:4][CH:5]=[CH:6][CH:7]=1. The catalyst class is: 4. (6) Reactant: C([O-])(=O)C.[K+].Br[C:7]1[CH:8]=[CH:9][C:10]2[C:11]([CH:19]=1)=[N:12][O:13][C:14]=2[C:15]([O:17][CH3:18])=[O:16].[CH3:20][C:21]1([CH3:35])[CH2:26][O:25][B:24]([B:24]2[O:25][CH2:26][C:21]([CH3:35])([CH3:20])[CH2:22][O:23]2)[O:23][CH2:22]1. Product: [CH3:20][C:21]1([CH3:35])[CH2:26][O:25][B:24]([C:7]2[CH:8]=[CH:9][C:10]3[C:11]([CH:19]=2)=[N:12][O:13][C:14]=3[C:15]([O:17][CH3:18])=[O:16])[O:23][CH2:22]1. The catalyst class is: 58. (7) Reactant: [N:1]1([CH2:7][CH2:8][OH:9])[CH2:6][CH2:5][CH2:4][CH2:3][CH2:2]1.[H-].[Na+].[F:12][C:13]1[C:18](F)=[CH:17][C:16]([NH2:20])=[C:15]([N+:21]([O-:23])=[O:22])[CH:14]=1.C(=O)(O)[O-].[Na+]. Product: [F:12][C:13]1[C:18]([O:9][CH2:8][CH2:7][N:1]2[CH2:6][CH2:5][CH2:4][CH2:3][CH2:2]2)=[CH:17][C:16]([NH2:20])=[C:15]([N+:21]([O-:23])=[O:22])[CH:14]=1. The catalyst class is: 42. (8) Reactant: [Cl:1][C:2]1[CH:7]=[CH:6][C:5]([S:8][CH2:9][C:10]2[CH:11]=[C:12]([CH:16]=[CH:17][CH:18]=2)[C:13](O)=[O:14])=[C:4]([NH:19][S:20]([C:23]2[CH:28]=[CH:27][C:26]([Cl:29])=[C:25]([C:30]([F:33])([F:32])[F:31])[CH:24]=2)(=[O:22])=[O:21])[CH:3]=1.[N:34]1([CH2:39][CH2:40][NH2:41])[CH2:38][CH2:37][CH2:36][CH2:35]1.C(Cl)CCl. Product: [Cl:1][C:2]1[CH:7]=[CH:6][C:5]([S:8][CH2:9][C:10]2[CH:11]=[C:12]([CH:16]=[CH:17][CH:18]=2)[C:13]([NH:41][CH2:40][CH2:39][N:34]2[CH2:38][CH2:37][CH2:36][CH2:35]2)=[O:14])=[C:4]([NH:19][S:20]([C:23]2[CH:28]=[CH:27][C:26]([Cl:29])=[C:25]([C:30]([F:31])([F:32])[F:33])[CH:24]=2)(=[O:22])=[O:21])[CH:3]=1. The catalyst class is: 241. (9) Reactant: [F:1][C:2]1[CH:3]=[C:4]2[C:8](=[CH:9][CH:10]=1)[NH:7][CH:6]=[C:5]2[CH2:11][CH2:12][NH:13][C:14]([C:16]1([NH:22]C(=O)OC(C)(C)C)[CH2:21][CH2:20][CH2:19][CH2:18][CH2:17]1)=[O:15].FC(F)(F)C(O)=O.C([O-])(O)=O.[Na+].[OH-].[Na+]. Product: [NH2:22][C:16]1([C:14]([NH:13][CH2:12][CH2:11][C:5]2[C:4]3[C:8](=[CH:9][CH:10]=[C:2]([F:1])[CH:3]=3)[NH:7][CH:6]=2)=[O:15])[CH2:21][CH2:20][CH2:19][CH2:18][CH2:17]1. The catalyst class is: 2.